From a dataset of Forward reaction prediction with 1.9M reactions from USPTO patents (1976-2016). Predict the product of the given reaction. (1) Given the reactants [C:1]([N:5]1[CH:10]=[CH:9][C:8]([CH3:12])([CH3:11])[CH2:7][CH2:6]1)([CH3:4])([CH3:3])[CH3:2].[N:13]([CH2:16][CH2:17][CH2:18][CH2:19][CH2:20][CH2:21][N:22]=[C:23]=[O:24])=[C:14]=[O:15].O, predict the reaction product. The product is: [CH2:21]([NH:22][C:23]([C:7]1[C:8]([CH3:11])([CH3:12])[CH2:9][CH2:10][N:5]([C:1]([CH3:4])([CH3:3])[CH3:2])[CH:6]=1)=[O:24])[CH2:20][CH2:19][CH2:18][CH2:17][CH2:16][NH:13][C:14]([C:9]1[C:8]([CH3:12])([CH3:11])[CH2:7][CH2:6][N:5]([C:1]([CH3:4])([CH3:2])[CH3:3])[CH:10]=1)=[O:15]. (2) Given the reactants [OH:1][C:2]1[C:11]2[C:10]([CH3:13])([CH3:12])[CH2:9][CH2:8][C:7]([CH3:15])([CH3:14])[C:6]=2[CH:5]=[C:4]([Se:16][C:17]#[C:18][C:19]2[CH:28]=[CH:27][C:22]([C:23]([O:25][CH3:26])=[O:24])=[CH:21][CH:20]=2)[CH:3]=1.C(=O)([O-])[O-].[K+].[K+].[F:35][C:36]1[CH:43]=[CH:42][C:39]([CH2:40]Br)=[CH:38][CH:37]=1, predict the reaction product. The product is: [CH3:13][C:10]1([CH3:12])[CH2:9][CH2:8][C:7]([CH3:14])([CH3:15])[C:6]2[CH:5]=[C:4]([Se:16][C:17]#[C:18][C:19]3[CH:28]=[CH:27][C:22]([C:23]([O:25][CH3:26])=[O:24])=[CH:21][CH:20]=3)[CH:3]=[C:2]([O:1][CH2:40][C:39]3[CH:42]=[CH:43][C:36]([F:35])=[CH:37][CH:38]=3)[C:11]1=2. (3) Given the reactants Cl[C:2]1[CH:3]=[C:4]([CH:12]=[C:13]([Cl:15])[N:14]=1)[C:5]([O:7][C:8]([CH3:11])([CH3:10])[CH3:9])=[O:6].[CH:16]([B-](F)(F)F)=[CH2:17].[K+].C(N(CC)CC)C.C(=O)(O)[O-].[Na+], predict the reaction product. The product is: [Cl:15][C:13]1[CH:12]=[C:4]([CH:3]=[C:2]([CH:16]=[CH2:17])[N:14]=1)[C:5]([O:7][C:8]([CH3:11])([CH3:10])[CH3:9])=[O:6]. (4) Given the reactants [NH2:1][CH2:2][CH2:3][O:4][C:5]1[CH:10]=[CH:9][C:8]([CH2:11][CH:12]([O:18][C:19]2[CH:24]=[CH:23][CH:22]=[CH:21][CH:20]=2)[C:13]([O:15][CH2:16][CH3:17])=[O:14])=[CH:7][CH:6]=1.[C:25]1([C:34]2[CH:39]=[CH:38][CH:37]=[CH:36][CH:35]=2)[CH:30]=[CH:29][C:28]([C:31](O)=[O:32])=[CH:27][CH:26]=1.C(N1C=CN=C1)(N1C=CN=C1)=O, predict the reaction product. The product is: [C:25]1([C:34]2[CH:35]=[CH:36][CH:37]=[CH:38][CH:39]=2)[CH:26]=[CH:27][C:28]([C:31]([NH:1][CH2:2][CH2:3][O:4][C:5]2[CH:6]=[CH:7][C:8]([CH2:11][CH:12]([O:18][C:19]3[CH:20]=[CH:21][CH:22]=[CH:23][CH:24]=3)[C:13]([O:15][CH2:16][CH3:17])=[O:14])=[CH:9][CH:10]=2)=[O:32])=[CH:29][CH:30]=1. (5) Given the reactants [CH:1](=O)[CH3:2].[Br:4][C:5]1[C:14]([NH:15][CH:16]2[CH2:21][CH2:20][O:19][CH2:18][CH2:17]2)=[CH:13][C:12]([Cl:22])=[CH:11][C:6]=1[C:7]([O:9][CH3:10])=[O:8].[Na].CC(O)=O.C([O-])(O)=O.[Na+], predict the reaction product. The product is: [Br:4][C:5]1[C:14]([N:15]([CH2:1][CH3:2])[CH:16]2[CH2:17][CH2:18][O:19][CH2:20][CH2:21]2)=[CH:13][C:12]([Cl:22])=[CH:11][C:6]=1[C:7]([O:9][CH3:10])=[O:8]. (6) Given the reactants [CH2:1]([O:8][C:9]1[CH:10]=[CH:11][C:12]([C:15]2[N:19]([C:20]3[N:21]=[N:22][C:23]([O:26][CH3:27])=[CH:24][CH:25]=3)[N:18]=[C:17]([C:28](O)=[O:29])[CH:16]=2)=[N:13][CH:14]=1)[C:2]1[CH:7]=[CH:6][CH:5]=[CH:4][CH:3]=1.[CH2:31]([NH:33][CH3:34])[CH3:32], predict the reaction product. The product is: [CH2:31]([N:33]([CH3:34])[C:28]([C:17]1[CH:16]=[C:15]([C:12]2[CH:11]=[CH:10][C:9]([O:8][CH2:1][C:2]3[CH:3]=[CH:4][CH:5]=[CH:6][CH:7]=3)=[CH:14][N:13]=2)[N:19]([C:20]2[N:21]=[N:22][C:23]([O:26][CH3:27])=[CH:24][CH:25]=2)[N:18]=1)=[O:29])[CH3:32].